From a dataset of Catalyst prediction with 721,799 reactions and 888 catalyst types from USPTO. Predict which catalyst facilitates the given reaction. Reactant: Cl.[CH3:2][NH:3][C@H:4]([C:22]([OH:24])=[O:23])[CH2:5][C:6]1[CH:11]=[CH:10][C:9]([C:12]2[C:17]([O:18][CH3:19])=[CH:16][CH:15]=[CH:14][C:13]=2[O:20][CH3:21])=[CH:8][CH:7]=1.[Li+].[OH-:26].CO.[CH2:29]1[CH2:33][O:32][CH2:31][CH2:30]1. Product: [CH:17]1[C:30]2[CH:29]([CH2:33][O:32][C:2]([NH:3][C@H:4]([C:22]([OH:24])=[O:23])[CH2:5][C:6]3[CH:7]=[CH:8][C:9]([C:12]4[C:13]([O:20][CH3:21])=[CH:14][CH:15]=[CH:16][C:17]=4[O:18][CH3:19])=[CH:10][CH:11]=3)=[O:26])[C:11]3[C:6](=[CH:7][CH:8]=[CH:9][CH:10]=3)[C:31]=2[CH:14]=[CH:13][CH:12]=1. The catalyst class is: 6.